From a dataset of Forward reaction prediction with 1.9M reactions from USPTO patents (1976-2016). Predict the product of the given reaction. (1) Given the reactants [Cl:1][C:2]1[CH:3]=[C:4]2[C:8](=[CH:9][CH:10]=1)[N:7]([C:11]1[N:15]([CH3:16])[N:14]=[C:13]([CH3:17])[C:12]=1[CH2:18][CH2:19][S:20]([NH:23][C:24](=[O:30])OCCCC)(=[O:22])=[O:21])[CH:6]=[CH:5]2.[NH:31]1[CH2:36][CH2:35][CH2:34][CH2:33][CH2:32]1.[Cl-].[NH4+], predict the reaction product. The product is: [Cl:1][C:2]1[CH:3]=[C:4]2[C:8](=[CH:9][CH:10]=1)[N:7]([C:11]1[N:15]([CH3:16])[N:14]=[C:13]([CH3:17])[C:12]=1[CH2:18][CH2:19][S:20]([NH:23][C:24]([N:31]1[CH2:36][CH2:35][CH2:34][CH2:33][CH2:32]1)=[O:30])(=[O:22])=[O:21])[CH:6]=[CH:5]2. (2) Given the reactants [CH3:1][O:2][C:3]1[CH:4]=[C:5]2[C:14](=[CH:15][CH:16]=1)[CH2:13][CH:12]([C:17]1[CH:22]=[CH:21][C:20]([O:23][CH3:24])=[CH:19][CH:18]=1)[CH:11]1[CH:6]2[CH2:7][CH2:8][CH2:9][CH2:10]1.[Cl-].[Al+3].[Cl-].[Cl-].[C:29](Cl)(=[O:31])[CH3:30].Cl, predict the reaction product. The product is: [CH3:1][O:2][C:3]1[C:16]([C:29](=[O:31])[CH3:30])=[CH:15][C:14]2[CH2:13][CH:12]([C:17]3[CH:22]=[CH:21][C:20]([O:23][CH3:24])=[CH:19][CH:18]=3)[CH:11]3[CH:6]([C:5]=2[CH:4]=1)[CH2:7][CH2:8][CH2:9][CH2:10]3. (3) The product is: [S:1](=[O:29])(=[O:30])([O:3][C:4]1[CH:21]=[CH:20][C:19]2[C@@H:18]3[C@H:9]([C@H:10]4[C@@:14]([CH2:16][CH2:17]3)([CH3:15])[C:13]([C:22](=[O:28])[N:23]([CH3:32])[CH3:24])=[CH:12][CH2:11]4)[CH2:8][CH2:7][C:6]=2[CH:5]=1)[NH2:2]. Given the reactants [S:1](=[O:30])(=[O:29])([O:3][C:4]1[CH:21]=[CH:20][C:19]2[C@@H:18]3[C@H:9]([C@H:10]4[C@@:14]([CH2:16][CH2:17]3)([CH3:15])[C:13]([C:22](=[O:28])[NH:23][CH2:24]CCC)=[CH:12][CH2:11]4)[CH2:8][CH2:7][C:6]=2[CH:5]=1)[NH2:2].[Si](I)(C)(C)[CH3:32], predict the reaction product. (4) Given the reactants C(N(CC)CC)C.[F:8][C:9]([F:28])([F:27])[C:10]1[CH:11]=[C:12]([N:16]=[C:17]2[C:21]3[CH:22]=[CH:23][CH:24]=[CH:25][C:20]=3[NH:19][C:18]2=[O:26])[CH:13]=[CH:14][CH:15]=1.[CH2:29]([O:36][C:37]1[CH:42]=[CH:41][CH:40]=[CH:39][C:38]=1B(O)O)[C:30]1[CH:35]=[CH:34][CH:33]=[CH:32][CH:31]=1.O, predict the reaction product. The product is: [C:30]1([CH2:29][O:36][C:37]2[CH:42]=[CH:41][CH:40]=[CH:39][C:38]=2[N:19]2[C:20]3[CH:25]=[CH:24][CH:23]=[CH:22][C:21]=3[C:17](=[N:16][C:12]3[CH:13]=[CH:14][CH:15]=[C:10]([C:9]([F:8])([F:27])[F:28])[CH:11]=3)[C:18]2=[O:26])[CH:31]=[CH:32][CH:33]=[CH:34][CH:35]=1. (5) The product is: [OH:21][C@H:19]([CH3:20])[CH2:18][N:15]1[C:16]2[C:12](=[CH:11][CH:10]=[C:9]([O:8][CH2:1][C:2]3[CH:3]=[CH:4][CH:5]=[CH:6][CH:7]=3)[CH:17]=2)[CH:13]=[CH:14]1. Given the reactants [CH2:1]([O:8][C:9]1[CH:17]=[C:16]2[C:12]([CH:13]=[CH:14][NH:15]2)=[CH:11][CH:10]=1)[C:2]1[CH:7]=[CH:6][CH:5]=[CH:4][CH:3]=1.[CH2:18]1[O:21][C@@H:19]1[CH3:20], predict the reaction product. (6) Given the reactants [Br:1][C:2]1[CH:3]=[C:4]([CH:7]=[C:8]([Br:11])[C:9]=1[OH:10])[CH:5]=[O:6].C(=O)([O-])[O-].[K+].[K+].[CH3:18][O:19][C:20]1[CH:27]=[CH:26][C:23]([CH2:24]Cl)=[CH:22][CH:21]=1, predict the reaction product. The product is: [Br:1][C:2]1[CH:3]=[C:4]([CH:7]=[C:8]([Br:11])[C:9]=1[O:10][CH2:24][C:23]1[CH:26]=[CH:27][C:20]([O:19][CH3:18])=[CH:21][CH:22]=1)[CH:5]=[O:6]. (7) Given the reactants [Br:1][C:2]1[CH:3]=[CH:4][C:5]2[S:9](=[O:11])(=[O:10])[NH:8][CH:7]([CH3:12])[C:6]=2[CH:13]=1.C([O-])([O-])=O.[K+].[K+].CS(O[CH2:25][CH2:26][N:27]1[CH2:31][CH2:30][O:29][C:28]1=[O:32])(=O)=O, predict the reaction product. The product is: [Br:1][C:2]1[CH:3]=[CH:4][C:5]2[S:9](=[O:10])(=[O:11])[N:8]([CH2:25][CH2:26][N:27]3[CH2:31][CH2:30][O:29][C:28]3=[O:32])[CH:7]([CH3:12])[C:6]=2[CH:13]=1.